This data is from Reaction yield outcomes from USPTO patents with 853,638 reactions. The task is: Predict the reaction yield, written as a fraction of the theoretical maximum amount of product (1.0 means a 100% yield; for example, 0.34 means a 34% yield). (1) The reactants are [Cl:1][C:2]1[CH:9]=[C:8]([OH:10])[CH:7]=[CH:6][C:3]=1[CH:4]=[O:5].[CH3:11][N:12]([CH3:17])[C:13](=[O:16])[CH2:14]Cl.C(=O)([O-])[O-].[Cs+].[Cs+].[I-].[Na+].C(=O)([O-])[O-].[K+].[K+].[I-].[K+]. The catalyst is CN(C=O)C. The product is [Cl:1][C:2]1[CH:9]=[C:8]([CH:7]=[CH:6][C:3]=1[CH:4]=[O:5])[O:10][CH2:14][C:13]([N:12]([CH3:17])[CH3:11])=[O:16]. The yield is 0.690. (2) The reactants are [CH:1]([CH:4]1[CH:8]2[C:9]3[C:14]([CH:5]1[CH2:6][CH2:7]2)=[CH:13][CH:12]=[CH:11][C:10]=3[NH2:15])([CH3:3])[CH3:2].C[Al](C)C.[F:20][C:21]([F:33])([F:32])[C:22]1[C:23]([C:28](OC)=[O:29])=[N:24][CH:25]=[CH:26][N:27]=1.Cl. The catalyst is ClCCl. The product is [CH:1]([CH:4]1[CH:8]2[C:9]3[C:14]([CH:5]1[CH2:6][CH2:7]2)=[CH:13][CH:12]=[CH:11][C:10]=3[NH:15][C:28]([C:23]1[C:22]([C:21]([F:32])([F:20])[F:33])=[N:27][CH:26]=[CH:25][N:24]=1)=[O:29])([CH3:3])[CH3:2]. The yield is 0.800. (3) The reactants are [H-].[H-].[H-].[H-].[Li+].[Al+3].[F:7][C:8]([F:24])([F:23])[C:9]1[CH:14]=[CH:13][N:12]2[N:15]=[CH:16][C:17]([C:18](OCC)=[O:19])=[C:11]2[CH:10]=1. The catalyst is C1COCC1. The product is [F:24][C:8]([F:7])([F:23])[C:9]1[CH:14]=[CH:13][N:12]2[N:15]=[CH:16][C:17]([CH2:18][OH:19])=[C:11]2[CH:10]=1. The yield is 0.120. (4) The reactants are N1C=CC=CC=1.FC(F)(F)S([O:12][S:13]([C:16]([F:19])([F:18])[F:17])(=[O:15])=[O:14])(=O)=O.O[C:23]1[CH:28]=[CH:27][C:26]([C:29]2[CH:30]=[C:31]([C:34]([NH:36][CH2:37][CH2:38][N:39]3[CH2:44][CH2:43][O:42][CH2:41][CH2:40]3)=[O:35])[S:32][CH:33]=2)=[CH:25][CH:24]=1. The catalyst is ClCCl. The product is [F:19][C:16]([F:17])([F:18])[S:13]([O:12][C:23]1[CH:24]=[CH:25][C:26]([C:29]2[CH:30]=[C:31]([C:34]([NH:36][CH2:37][CH2:38][N:39]3[CH2:40][CH2:41][O:42][CH2:43][CH2:44]3)=[O:35])[S:32][CH:33]=2)=[CH:27][CH:28]=1)(=[O:14])=[O:15]. The yield is 0.680.